From a dataset of Reaction yield outcomes from USPTO patents with 853,638 reactions. Predict the reaction yield, written as a fraction of the theoretical maximum amount of product (1.0 means a 100% yield; for example, 0.34 means a 34% yield). (1) The reactants are Cl[CH2:2][C:3]1[N:4]=[C:5]([CH3:8])[S:6][CH:7]=1.CCN(C(C)C)C(C)C.[C:18]([N:25]1[CH2:30][CH2:29][NH:28][CH2:27][CH2:26]1)([O:20][C:21]([CH3:24])([CH3:23])[CH3:22])=[O:19]. The catalyst is C(Cl)Cl.CCOC(C)=O. The product is [CH3:8][C:5]1[S:6][CH:7]=[C:3]([CH2:2][N:28]2[CH2:27][CH2:26][N:25]([C:18]([O:20][C:21]([CH3:24])([CH3:23])[CH3:22])=[O:19])[CH2:30][CH2:29]2)[N:4]=1. The yield is 0.990. (2) The reactants are O=S(Cl)Cl.[Cl:5][C:6]1[CH:11]=[CH:10][C:9]([CH2:12][CH2:13][C:14]([OH:16])=[O:15])=[CH:8][CH:7]=1.[CH3:17]O. The yield is 0.970. The product is [Cl:5][C:6]1[CH:7]=[CH:8][C:9]([CH2:12][CH2:13][C:14]([O:16][CH3:17])=[O:15])=[CH:10][CH:11]=1. No catalyst specified. (3) The reactants are [F:1][C:2]1[C:3]([OH:21])=[C:4]([CH:15]=[C:16]([N+:18]([O-])=O)[CH:17]=1)[CH2:5][N:6]([CH3:14])C(=O)OC(C)(C)C.[CH3:22][O:23][CH2:24][C@H:25](O)[CH3:26].C1(P(C2C=CC=CC=2)C2C=CC=CC=2)C=CC=CC=1.CC(OC(/N=N/C(OC(C)C)=O)=O)C.[Cl-:61].[NH4+]. The catalyst is C1COCC1.[Zn]. The product is [ClH:61].[ClH:61].[F:1][C:2]1[CH:17]=[C:16]([CH:15]=[C:4]([CH2:5][NH:6][CH3:14])[C:3]=1[O:21][C@@H:25]([CH3:26])[CH2:24][O:23][CH3:22])[NH2:18]. The yield is 0.890. (4) The reactants are [CH3:1][C:2]([CH3:17])([CH3:16])[C:3]#[C:4][C:5]1[CH:11]=[C:10]([N+:12]([O-:14])=[O:13])[C:9]([F:15])=[CH:8][C:6]=1[NH2:7].CCN(CC)CC.[C:25](Cl)(=[O:29])[CH2:26][CH2:27][CH3:28].O. The catalyst is ClCCl. The product is [CH3:1][C:2]([CH3:17])([CH3:16])[C:3]#[C:4][C:5]1[CH:11]=[C:10]([N+:12]([O-:14])=[O:13])[C:9]([F:15])=[CH:8][C:6]=1[NH:7][C:25](=[O:29])[CH2:26][CH2:27][CH3:28]. The yield is 0.670. (5) The reactants are Br[CH2:2][C:3]([C:5]1[CH:10]=[CH:9][CH:8]=[C:7]([F:11])[C:6]=1[F:12])=[O:4].[S-:13][C:14]#[N:15].[K+].O. The catalyst is C(O)C. The product is [F:12][C:6]1[C:7]([F:11])=[CH:8][CH:9]=[CH:10][C:5]=1[C:3](=[O:4])[CH2:2][S:13][C:14]#[N:15]. The yield is 0.868. (6) The reactants are CON(C)[C:4]([C:6]1([C:10]2[CH:15]=[CH:14][C:13]([NH:16][C:17]3[N:22]=[C:21]([NH:23][C:24]([CH3:27])([CH3:26])[CH3:25])[CH:20]=[C:19]([C:28]4[CH:33]=[CH:32][CH:31]=[CH:30][CH:29]=4)[N:18]=3)=[CH:12][CH:11]=2)[CH2:9][CH2:8][CH2:7]1)=[O:5].[Li][CH3:36]. The catalyst is C1COCC1. The product is [C:24]([NH:23][C:21]1[CH:20]=[C:19]([C:28]2[CH:29]=[CH:30][CH:31]=[CH:32][CH:33]=2)[N:18]=[C:17]([NH:16][C:13]2[CH:12]=[CH:11][C:10]([C:6]3([C:4](=[O:5])[CH3:36])[CH2:7][CH2:8][CH2:9]3)=[CH:15][CH:14]=2)[N:22]=1)([CH3:26])([CH3:27])[CH3:25]. The yield is 0.579. (7) The reactants are [CH:1]1[C:2]2[C:9](=O)[NH:8][CH:7]=[N:6][C:3]=2[NH:4][N:5]=1.P(Cl)(Cl)([Cl:13])=O.C(N(C(C)C)CC)(C)C. The catalyst is C1(C)C=CC=CC=1. The product is [Cl:13][C:9]1[N:8]=[CH:7][N:6]=[C:3]2[NH:4][N:5]=[CH:1][C:2]=12. The yield is 0.705.